Dataset: Full USPTO retrosynthesis dataset with 1.9M reactions from patents (1976-2016). Task: Predict the reactants needed to synthesize the given product. (1) Given the product [C:1]1([C:7]2[C:11]([CH2:12][CH2:13][CH2:14][OH:16])=[CH:10][N:9]([C:20]3[CH:25]=[CH:24][C:23]([C:26]([F:29])([F:28])[F:27])=[CH:22][N:21]=3)[N:8]=2)[CH:2]=[CH:3][CH:4]=[CH:5][CH:6]=1, predict the reactants needed to synthesize it. The reactants are: [C:1]1([C:7]2[C:11]([CH2:12][CH2:13][C:14]([O:16]CC)=O)=[CH:10][NH:9][N:8]=2)[CH:6]=[CH:5][CH:4]=[CH:3][CH:2]=1.Cl[C:20]1[CH:25]=[CH:24][C:23]([C:26]([F:29])([F:28])[F:27])=[CH:22][N:21]=1.CN(C)C=O.[H-].[Na+]. (2) Given the product [O:15]=[C:13]1[C:12]2[CH:16]=[CH:17][CH:18]=[CH:19][C:11]=2[S:10][C:9]([C:7]2[N:8]=[C:3]([CH2:2][S:28]([O:32][CH3:36])(=[O:30])=[O:29])[CH:4]=[CH:5][CH:6]=2)=[N:14]1, predict the reactants needed to synthesize it. The reactants are: O[CH2:2][C:3]1[N:8]=[C:7]([C:9]2[S:10][C:11]3[CH:19]=[CH:18][CH:17]=[CH:16][C:12]=3[C:13](=[O:15])[N:14]=2)[CH:6]=[CH:5][CH:4]=1.C(N(CC)CC)C.C[S:28](Cl)(=[O:30])=[O:29].[O:32]1[CH2:36]CCC1.